From a dataset of Catalyst prediction with 721,799 reactions and 888 catalyst types from USPTO. Predict which catalyst facilitates the given reaction. (1) Reactant: [CH:1]1([CH2:4][O:5][C:6]2[CH:33]=[CH:32][C:9]3[N:10]=[C:11]([C:13]4[N:18]=[CH:17][C:16]([O:19][CH2:20][C@@H:21]([NH:23]C(=O)OC(C)(C)C)[CH3:22])=[CH:15][C:14]=4[F:31])[O:12][C:8]=3[CH:7]=2)[CH2:3][CH2:2]1.Cl.[C:35](OCC)(=[O:37])[CH3:36]. Product: [CH:1]1([CH2:4][O:5][C:6]2[CH:33]=[CH:32][C:9]3[N:10]=[C:11]([C:13]4[N:18]=[CH:17][C:16]([O:19][CH2:20][C@@H:21]([NH:23][C:35](=[O:37])[CH3:36])[CH3:22])=[CH:15][C:14]=4[F:31])[O:12][C:8]=3[CH:7]=2)[CH2:2][CH2:3]1. The catalyst class is: 13. (2) Reactant: [H-].[Na+].[CH2:3]1[N:14]2[C:15]3[CH:7]([CH2:8][CH2:9][C:10](=[O:16])[C:11]=3[CH:12]=[CH:13]2)[CH2:6][NH:5][CH2:4]1.I[CH3:18]. Product: [CH3:18][CH:9]1[CH2:8][CH:7]2[CH2:6][NH:5][CH2:4][CH2:3][N:14]3[C:15]2=[C:11]([CH:12]=[CH:13]3)[C:10]1=[O:16]. The catalyst class is: 9. (3) Reactant: [C:1](=[O:4])([O-])[O-].[K+].[K+].CI.[Br:9][C:10]1[C:15]([CH3:16])=[CH:14][C:13](O)=[CH:12][C:11]=1[CH3:18]. Product: [Br:9][C:10]1[C:15]([CH3:16])=[CH:14][C:13]([O:4][CH3:1])=[CH:12][C:11]=1[CH3:18]. The catalyst class is: 21. (4) The catalyst class is: 67. Reactant: [CH:1]1([N:6]2[C:11](=[O:12])[CH2:10][O:9][C:8]3[N:13]=[C:14]([C:23]4[CH:28]=[CH:27][C:26]([C:29]5([NH:33]C(=O)OC(C)(C)C)[CH2:32][CH2:31][CH2:30]5)=[CH:25][CH:24]=4)[C:15]([C:17]4[CH:22]=[CH:21][CH:20]=[CH:19][CH:18]=4)=[CH:16][C:7]2=3)[CH2:5][CH2:4][CH2:3][CH2:2]1. Product: [NH2:33][C:29]1([C:26]2[CH:25]=[CH:24][C:23]([C:14]3[C:15]([C:17]4[CH:18]=[CH:19][CH:20]=[CH:21][CH:22]=4)=[CH:16][C:7]4[N:6]([CH:1]5[CH2:2][CH2:3][CH2:4][CH2:5]5)[C:11](=[O:12])[CH2:10][O:9][C:8]=4[N:13]=3)=[CH:28][CH:27]=2)[CH2:30][CH2:31][CH2:32]1.